From a dataset of Forward reaction prediction with 1.9M reactions from USPTO patents (1976-2016). Predict the product of the given reaction. (1) Given the reactants [CH2:1]([O:3][C:4](=[O:20])[CH2:5][O:6][C:7]1[CH:12]=[CH:11][C:10]([NH:13][CH3:14])=[CH:9][C:8]=1[CH2:15][CH2:16][CH2:17][O:18][CH3:19])[CH3:2].[H-].[Na+].[Na+].[I-].Cl[CH2:26][C:27]1[C:28]([CH3:43])=[N:29][C:30]([C:33]2[CH:38]=[CH:37][C:36]([C:39]([F:42])([F:41])[F:40])=[CH:35][CH:34]=2)=[CH:31][CH:32]=1, predict the reaction product. The product is: [CH2:1]([O:3][C:4](=[O:20])[CH2:5][O:6][C:7]1[CH:12]=[CH:11][C:10]([N:13]([CH3:14])[CH2:26][C:27]2[C:28]([CH3:43])=[N:29][C:30]([C:33]3[CH:38]=[CH:37][C:36]([C:39]([F:42])([F:41])[F:40])=[CH:35][CH:34]=3)=[CH:31][CH:32]=2)=[CH:9][C:8]=1[CH2:15][CH2:16][CH2:17][O:18][CH3:19])[CH3:2]. (2) Given the reactants [Cr:1].[P:2]([O:14][CH2:15][C@H:16]1[O:20][C@@H:19]([N:21]2[C:30]3[N:29]=[CH:28][N:27]=[C:25]([NH2:26])[C:24]=3[N:23]=[CH:22]2)[C@H:18]([OH:31])[C@@H:17]1[OH:32])([O:5][P:6]([O:9][P:10]([OH:13])([OH:12])=[O:11])([OH:8])=[O:7])(=[O:4])[OH:3], predict the reaction product. The product is: [Cr:1].[P:2]([O:14][CH2:15][C@H:16]1[O:20][C@@H:19]([N:21]2[C:30]3[N:29]=[CH:28][N:27]=[C:25]([NH2:26])[C:24]=3[N:23]=[CH:22]2)[C@H:18]([OH:31])[C@@H:17]1[OH:32])([O:5][P:6]([O:9][P:10]([OH:12])([OH:13])=[O:11])([OH:8])=[O:7])(=[O:3])[OH:4]. (3) Given the reactants FC1C=CC(N)=C(C2C=CC3C(=CC=C(OC)C=3)C=2)C=1.BrC1C=CC(OCCN2CCCCC2)=C(F)C=1.[F:38][C:39]1[CH:44]=[CH:43][C:42]([NH:45][C:46]2[CH:51]=[CH:50][C:49]([O:52][CH2:53][CH2:54][N:55]3[CH2:60][CH2:59][CH2:58][CH2:57][CH2:56]3)=[C:48]([F:61])[CH:47]=2)=[C:41]([C:62]2[CH:71]=[CH:70][C:69]3[C:64](=[CH:65][CH:66]=[C:67]([O:72]C)[CH:68]=3)[CH:63]=2)[CH:40]=1, predict the reaction product. The product is: [F:38][C:39]1[CH:44]=[CH:43][C:42]([NH:45][C:46]2[CH:51]=[CH:50][C:49]([O:52][CH2:53][CH2:54][N:55]3[CH2:56][CH2:57][CH2:58][CH2:59][CH2:60]3)=[C:48]([F:61])[CH:47]=2)=[C:41]([C:62]2[CH:63]=[C:64]3[C:69](=[CH:70][CH:71]=2)[CH:68]=[C:67]([OH:72])[CH:66]=[CH:65]3)[CH:40]=1. (4) Given the reactants S(Cl)([Cl:3])=O.[F:5][C:6]1([F:17])[O:10][C:9]2[CH:11]=[CH:12][C:13]([CH2:15]O)=[CH:14][C:8]=2[O:7]1, predict the reaction product. The product is: [Cl:3][CH2:15][C:13]1[CH:12]=[CH:11][C:9]2[O:10][C:6]([F:17])([F:5])[O:7][C:8]=2[CH:14]=1. (5) Given the reactants [C:1]([O:5][C:6]([N:8]1[CH2:13][CH2:12][C:11](=[O:14])[CH2:10][CH2:9]1)=[O:7])([CH3:4])([CH3:3])[CH3:2].[C:15](O[K])(C)(C)[CH3:16].[I-].ClCC[S+](C)C.O, predict the reaction product. The product is: [C:1]([O:5][C:6]([N:8]1[CH2:9][CH2:10][C:11](=[O:14])[C:12]2([CH2:16][CH2:15]2)[CH2:13]1)=[O:7])([CH3:4])([CH3:2])[CH3:3]. (6) Given the reactants [CH3:1][CH2:2][CH2:3][C:4]1[C:5]2[N:14]=[C:13]([C:15]3[CH:16]=[C:17]([S:24]([N:27]4[CH2:32][CH2:31][N:30]([CH3:33])[CH2:29][CH2:28]4)(=[O:26])=[O:25])[CH:18]=[CH:19][C:20]=3[O:21][CH2:22][CH3:23])[NH:12][C:10](=[O:11])[C:6]=2[N:7]([CH3:9])[N:8]=1.C([O-])(=[O:36])C.[Na+].[Cl-], predict the reaction product. The product is: [CH3:1][CH2:2][CH2:3][C:4]1[C:5]2[N:14]=[C:13]([C:15]3[CH:16]=[C:17]([S:24]([N:27]4[CH2:32][CH2:31][N:30]([CH3:33])[CH2:29][CH2:28]4)(=[O:25])=[O:26])[CH:18]=[CH:19][C:20]=3[O:21][CH2:22][CH3:23])[NH:12][C:10](=[O:11])[C:6]=2[N:7]([CH3:9])[N:8]=1.[S:24]([O-:26])(=[O:36])(=[O:25])[CH3:17]. (7) Given the reactants [Cl:1][C:2]1[CH:9]=[C:8](F)[CH:7]=[CH:6][C:3]=1[CH:4]=[O:5].[NH:11]1[CH2:15][CH2:14][CH2:13][CH2:12]1.C(=O)([O-])[O-].[K+].[K+].CS(C)=O, predict the reaction product. The product is: [Cl:1][C:2]1[CH:9]=[C:8]([N:11]2[CH2:15][CH2:14][CH2:13][CH2:12]2)[CH:7]=[CH:6][C:3]=1[CH:4]=[O:5].